This data is from Peptide-MHC class II binding affinity with 134,281 pairs from IEDB. The task is: Regression. Given a peptide amino acid sequence and an MHC pseudo amino acid sequence, predict their binding affinity value. This is MHC class II binding data. (1) The MHC is DRB1_1501 with pseudo-sequence DRB1_1501. The peptide sequence is AFKVENGSAAPQLTK. The binding affinity (normalized) is 0.449. (2) The peptide sequence is IGGPVSSHNHIPGYK. The MHC is DRB3_0101 with pseudo-sequence DRB3_0101. The binding affinity (normalized) is 0. (3) The MHC is DRB1_1201 with pseudo-sequence DRB1_1201. The binding affinity (normalized) is 0.467. The peptide sequence is LEKGRLYQIKIQYQRENPTE. (4) The peptide sequence is DQEVPEKPDSVTPMIL. The MHC is DRB1_0301 with pseudo-sequence DRB1_0301. The binding affinity (normalized) is 0. (5) The peptide sequence is KLIGGIGGFVKVRQYDQILI. The MHC is HLA-DQA10301-DQB10302 with pseudo-sequence HLA-DQA10301-DQB10302. The binding affinity (normalized) is 0.257.